This data is from Forward reaction prediction with 1.9M reactions from USPTO patents (1976-2016). The task is: Predict the product of the given reaction. (1) Given the reactants [Br:1][CH:2]([Br:16])[C:3]1[CH:11]=[CH:10][C:6]([C:7](O)=[O:8])=[CH:5][C:4]=1[C:12]([F:15])([F:14])[F:13].[CH3:17][Si:18]([CH3:22])([CH3:21])[CH2:19][NH2:20].Cl.CN(C)CCCN=C=NCC, predict the reaction product. The product is: [Br:1][CH:2]([Br:16])[C:3]1[CH:11]=[CH:10][C:6]([C:7]([NH:20][CH2:19][Si:18]([CH3:22])([CH3:21])[CH3:17])=[O:8])=[CH:5][C:4]=1[C:12]([F:15])([F:14])[F:13]. (2) Given the reactants [S:1]1[C:6]2[CH:7]=[CH:8][CH:9]=[CH:10][C:5]=2[N:4]([CH2:11][CH2:12][O:13][C:14]2[CH:19]=[CH:18][C:17]([CH2:20][CH:21]([O:25][CH2:26][CH3:27])[C:22]([OH:24])=[O:23])=[CH:16][CH:15]=2)[CH2:3][CH2:2]1.C(=O)(O)O.[NH2:32][NH:33][C:34]([NH2:36])=[NH:35], predict the reaction product. The product is: [C:34]([NH2:36])([NH2:35])=[N:33][NH2:32].[S:1]1[C:6]2[CH:7]=[CH:8][CH:9]=[CH:10][C:5]=2[N:4]([CH2:11][CH2:12][O:13][C:14]2[CH:15]=[CH:16][C:17]([CH2:20][CH:21]([O:25][CH2:26][CH3:27])[C:22]([OH:24])=[O:23])=[CH:18][CH:19]=2)[CH2:3][CH2:2]1. (3) Given the reactants [F:1][C:2]1[CH:7]=[CH:6][C:5]([F:8])=[CH:4][C:3]=1[N:9]1[C:13]([OH:14])=[CH:12][C:11]([C:15]([O:17][CH2:18][CH3:19])=[O:16])=[N:10]1.C(N(CC)CC)C.C1C=CC(N([S:34]([C:37]([F:40])([F:39])[F:38])(=[O:36])=[O:35])[S:34]([C:37]([F:40])([F:39])[F:38])(=[O:36])=[O:35])=CC=1.O, predict the reaction product. The product is: [F:1][C:2]1[CH:7]=[CH:6][C:5]([F:8])=[CH:4][C:3]=1[N:9]1[C:13]([O:14][S:34]([C:37]([F:40])([F:39])[F:38])(=[O:36])=[O:35])=[CH:12][C:11]([C:15]([O:17][CH2:18][CH3:19])=[O:16])=[N:10]1. (4) Given the reactants [F:1][C:2]1[CH:7]=[CH:6][C:5]([C:8]2[N:9]=[C:10]([C:13]3([CH2:21][NH2:22])[CH2:18][CH2:17][O:16][C:15]([CH3:20])([CH3:19])[CH2:14]3)[S:11][CH:12]=2)=[CH:4][CH:3]=1.[F:23][C:24]([F:40])([F:39])[C:25]1[O:29][N:28]=[C:27]([C:30]2[CH:31]=[C:32]([CH:36]=[CH:37][CH:38]=2)[C:33](O)=[O:34])[N:26]=1, predict the reaction product. The product is: [F:1][C:2]1[CH:7]=[CH:6][C:5]([C:8]2[N:9]=[C:10]([C:13]3([CH2:21][NH:22][C:33](=[O:34])[C:32]4[CH:36]=[CH:37][CH:38]=[C:30]([C:27]5[N:26]=[C:25]([C:24]([F:40])([F:39])[F:23])[O:29][N:28]=5)[CH:31]=4)[CH2:18][CH2:17][O:16][C:15]([CH3:19])([CH3:20])[CH2:14]3)[S:11][CH:12]=2)=[CH:4][CH:3]=1. (5) Given the reactants [CH3:1][N:2]1CCN(C2C=CC3C(C=2)=CC=C2C=3OC(C(NC3C=CC(N4CCOCC4)=CC=3)=O)=CC2=O)CC1.C(O[C:41]1[CH:46]=[C:45]([N:47]2[CH2:52][CH2:51][O:50][CH2:49][CH2:48]2)[C:44](OCC)=[CH:43][C:42]=1[NH:56][C:57]([C:59]1[O:60][C:61]2[C:66]([C:67](=[O:69])[CH:68]=1)=[CH:65][CH:64]=[CH:63][C:62]=2[N:70]1[CH2:75][CH2:74][N:73]([CH3:76])[CH2:72][CH2:71]1)=[O:58])C, predict the reaction product. The product is: [C:1]([C:44]1[CH:43]=[C:42]([NH:56][C:57]([C:59]2[O:60][C:61]3[C:66]([C:67](=[O:69])[CH:68]=2)=[CH:65][CH:64]=[CH:63][C:62]=3[N:70]2[CH2:75][CH2:74][N:73]([CH3:76])[CH2:72][CH2:71]2)=[O:58])[CH:41]=[CH:46][C:45]=1[N:47]1[CH2:48][CH2:49][O:50][CH2:51][CH2:52]1)#[N:2].